Dataset: Reaction yield outcomes from USPTO patents with 853,638 reactions. Task: Predict the reaction yield, written as a fraction of the theoretical maximum amount of product (1.0 means a 100% yield; for example, 0.34 means a 34% yield). (1) The reactants are [F:1][C:2]1[CH:3]=[CH:4][C:5]([NH:8][C:9](=[O:14])[C:10]([CH3:13])([CH3:12])[CH3:11])=[N:6][CH:7]=1.C([Li])(C)(C)C.C(C1C=CC(S([N:41]=[N+:42]=[N-:43])(=O)=O)=CC=1)CCCCCCCCCCC.[NH4+].[Cl-]. The product is [N:41]([C:4]1[C:5]([NH:8][C:9](=[O:14])[C:10]([CH3:11])([CH3:13])[CH3:12])=[N:6][CH:7]=[C:2]([F:1])[CH:3]=1)=[N+:42]=[N-:43]. The catalyst is O1CCCC1. The yield is 0.420. (2) The reactants are [Br:1][C:2]1[CH:7]=[CH:6][C:5]([N:8]2[CH2:13][CH2:12][CH:11]([N:14]([CH3:16])[CH3:15])[CH2:10][CH2:9]2)=[CH:4][CH:3]=1.BrC1C=CC(N2CCC(=O)CC2)=CC=1.N1C[CH2:35][O:34][CH2:33]C1. No catalyst specified. The product is [Br:1][C:2]1[CH:7]=[CH:6][C:5]([N:8]2[CH2:9][CH2:10][CH:11]([N:14]3[CH2:16][CH2:35][O:34][CH2:33][CH2:15]3)[CH2:12][CH2:13]2)=[CH:4][CH:3]=1. The yield is 0.970.